Dataset: Forward reaction prediction with 1.9M reactions from USPTO patents (1976-2016). Task: Predict the product of the given reaction. (1) Given the reactants I[C:2]1[CH:7]=[CH:6][CH:5]=[CH:4][C:3]=1[CH3:8].[NH:9]1[C:17]2[C:12](=[CH:13][C:14]([CH2:18][N:19]3[CH2:24][CH2:23][CH:22]([C:25]4[CH:26]=[C:27]([NH:31][C:32](=[O:36])[CH:33]([CH3:35])[CH3:34])[CH:28]=[CH:29][CH:30]=4)[CH2:21][CH2:20]3)=[CH:15][CH:16]=2)[CH:11]=[CH:10]1, predict the reaction product. The product is: [CH3:35][CH:33]([CH3:34])[C:32]([NH:31][C:27]1[CH:28]=[CH:29][CH:30]=[C:25]([CH:22]2[CH2:23][CH2:24][N:19]([CH2:18][C:14]3[CH:13]=[C:12]4[C:17](=[CH:16][CH:15]=3)[N:9]([C:2]3[CH:7]=[CH:6][CH:5]=[CH:4][C:3]=3[CH3:8])[CH:10]=[CH:11]4)[CH2:20][CH2:21]2)[CH:26]=1)=[O:36]. (2) Given the reactants [Br:1][C:2]1[CH:14]=[CH:13][C:5]2[O:6][C:7]([CH3:12])([CH3:11])[C:8](=[O:10])[NH:9][C:4]=2[CH:3]=1.[H-].[Na+].I[CH3:18].O, predict the reaction product. The product is: [Br:1][C:2]1[CH:14]=[CH:13][C:5]2[O:6][C:7]([CH3:11])([CH3:12])[C:8](=[O:10])[N:9]([CH3:18])[C:4]=2[CH:3]=1.